This data is from Peptide-MHC class II binding affinity with 134,281 pairs from IEDB. The task is: Regression. Given a peptide amino acid sequence and an MHC pseudo amino acid sequence, predict their binding affinity value. This is MHC class II binding data. (1) The peptide sequence is GELAIVDKIDAAFKI. The MHC is DRB1_0404 with pseudo-sequence DRB1_0404. The binding affinity (normalized) is 0.547. (2) The peptide sequence is LQLIRLAASLQHYGL. The MHC is DRB1_1302 with pseudo-sequence DRB1_1302. The binding affinity (normalized) is 0.794.